From a dataset of Full USPTO retrosynthesis dataset with 1.9M reactions from patents (1976-2016). Predict the reactants needed to synthesize the given product. Given the product [F:17][C:14]1[CH:15]=[CH:16][C:11]([C:8]2[CH:9]=[CH:10][N:6]([CH2:5][CH:4]=[O:3])[N:7]=2)=[N:12][CH:13]=1, predict the reactants needed to synthesize it. The reactants are: C([O:3][CH:4](OCC)[CH2:5][N:6]1[CH:10]=[CH:9][C:8]([C:11]2[CH:16]=[CH:15][C:14]([F:17])=[CH:13][N:12]=2)=[N:7]1)C.C(O)(C(F)(F)F)=O.C([O-])(O)=O.[Na+].